Task: Predict the reactants needed to synthesize the given product.. Dataset: Full USPTO retrosynthesis dataset with 1.9M reactions from patents (1976-2016) (1) The reactants are: ClC1C=C(F)C=CC=1N1CCN(C(C2C=CC=C(Cl)C=2Cl)=O)CC1=O.[F:26][C:27]1[CH:28]=[CH:29][C:30]([N:35]2[CH2:40][CH2:39][NH:38][CH2:37][C:36]2=[O:41])=[C:31]([CH:34]=1)[C:32]#[N:33].Cl.[Cl:43][C:44]1[C:52]([C:53]([F:56])([F:55])[F:54])=[CH:51][CH:50]=[CH:49][C:45]=1[C:46](Cl)=[O:47].ClC1C=C(F)C=CC=1N1CCNCC1=O.ClC1C(Cl)=CC=CC=1C(Cl)=O. Given the product [Cl:43][C:44]1[C:52]([C:53]([F:55])([F:56])[F:54])=[CH:51][CH:50]=[CH:49][C:45]=1[C:46]([N:38]1[CH2:39][CH2:40][N:35]([C:30]2[CH:29]=[CH:28][C:27]([F:26])=[CH:34][C:31]=2[C:32]#[N:33])[C:36](=[O:41])[CH2:37]1)=[O:47], predict the reactants needed to synthesize it. (2) Given the product [Br:1][C:2]1[CH:27]=[CH:26][C:5]2[N:6]=[C:7]([NH:16][C:17]3[C:22]([Cl:23])=[CH:21][C:20]([C:30]4[NH:29][N:28]=[CH:32][CH:31]=4)=[CH:19][C:18]=3[Cl:25])[C:8]3[C:13]([C:4]=2[CH:3]=1)=[C:12]([O:14][CH3:15])[N:11]=[CH:10][CH:9]=3, predict the reactants needed to synthesize it. The reactants are: [Br:1][C:2]1[CH:27]=[CH:26][C:5]2[N:6]=[C:7]([NH:16][C:17]3[C:22]([Cl:23])=[CH:21][C:20](I)=[CH:19][C:18]=3[Cl:25])[C:8]3[C:13]([C:4]=2[CH:3]=1)=[C:12]([O:14][CH3:15])[N:11]=[CH:10][CH:9]=3.[NH:28]1[C:32](B(O)O)=[CH:31][CH:30]=[N:29]1.C(=O)([O-])[O-].[Na+].[Na+]. (3) Given the product [CH:68]1[C:69]2[C:74](=[CH:73][CH:72]=[CH:71][CH:70]=2)[CH:75]=[CH:76][C:67]=1[C:65]1[N:64]=[C:10]([C@@H:9]([NH:8][C:6](=[O:7])[O:5][C:1]([CH3:2])([CH3:3])[CH3:4])[CH2:13][CH2:14][CH2:15][CH2:16][CH2:17][C:18](=[O:21])[CH2:19][CH3:20])[O:12][N:66]=1, predict the reactants needed to synthesize it. The reactants are: [C:1]([O:5][C:6]([NH:8][C@@H:9]([CH2:13][CH2:14][CH2:15][CH2:16][CH2:17][C:18](=[O:21])[CH2:19][CH3:20])[C:10]([OH:12])=O)=[O:7])([CH3:4])([CH3:3])[CH3:2].CN(C(ON1N=NC2C=CC=CC1=2)=[N+](C)C)C.[B-](F)(F)(F)F.C1C=CC2N(O)N=NC=2C=1.CCN(C(C)C)C(C)C.O[NH:64][C:65]([C:67]1[CH:76]=[CH:75][C:74]2[C:69](=[CH:70][CH:71]=[CH:72][CH:73]=2)[CH:68]=1)=[NH:66]. (4) Given the product [C:1]([NH:4][C@@H:5]1[C@@H:10]([NH2:11])[CH2:9][C:8]([C:19]([O:21][CH2:22][C@@H:23]2[C@@H:24]([OH:47])[C@@H:25]([OH:45])[C@H:26]([C:35]3[C:39]4[N:40]=[CH:41][N:42]=[C:43]([NH2:44])[C:38]=4[NH:37][CH:36]=3)[NH:27]2)=[O:20])=[CH:7][C@H:6]1[O:50][CH:51]([CH2:52][CH3:53])[CH2:54][CH3:55])(=[O:3])[CH3:2], predict the reactants needed to synthesize it. The reactants are: [C:1]([NH:4][C@@H:5]1[C@@H:10]([NH:11]C(OC(C)(C)C)=O)[CH2:9][C:8]([C:19]([O:21][CH2:22][C@H:23]2[N:27](C(OC(C)(C)C)=O)[C@@H:26]([C:35]3[C:39]4[N:40]=[CH:41][N:42]=[C:43]([NH2:44])[C:38]=4[NH:37][CH:36]=3)[C@@H:25]3[O:45]C(C)(C)[O:47][C@H:24]23)=[O:20])=[CH:7][C@H:6]1[O:50][CH:51]([CH2:54][CH3:55])[CH2:52][CH3:53])(=[O:3])[CH3:2].B(Cl)(Cl)Cl. (5) Given the product [Br:1][C:2]1[CH:7]=[C:6]([F:8])[CH:5]=[CH:4][C:3]=1[CH:9]1[N:10]=[C:11]([C:22]2[S:23][CH:24]=[CH:25][N:26]=2)[NH:12][C:13]([CH2:20][N:28]2[CH2:33][CH2:32][O:31][CH2:30][CH:29]2[CH2:34][CH2:35][C:36]([OH:38])=[O:37])=[C:14]1[C:15]([O:17][CH2:18][CH3:19])=[O:16], predict the reactants needed to synthesize it. The reactants are: [Br:1][C:2]1[CH:7]=[C:6]([F:8])[CH:5]=[CH:4][C:3]=1[CH:9]1[C:14]([C:15]([O:17][CH2:18][CH3:19])=[O:16])=[C:13]([CH2:20]Br)[NH:12][C:11]([C:22]2[S:23][CH:24]=[CH:25][N:26]=2)=[N:10]1.Cl.[NH:28]1[CH2:33][CH2:32][O:31][CH2:30][CH:29]1[CH2:34][CH2:35][C:36]([OH:38])=[O:37]. (6) Given the product [OH:8][C:9]1[CH:14]=[C:13]([OH:15])[C:12]([CH:23]([CH3:24])[CH3:25])=[CH:11][C:10]=1[C:26]([N:28]1[CH2:36][C:35]2[C:30](=[C:31]([CH3:43])[CH:32]=[C:33]([O:37][CH2:38][CH2:39][N:40]([CH3:42])[CH3:41])[CH:34]=2)[CH2:29]1)=[O:27], predict the reactants needed to synthesize it. The reactants are: C([O:8][C:9]1[CH:14]=[C:13]([O:15]CC2C=CC=CC=2)[C:12]([C:23]([CH3:25])=[CH2:24])=[CH:11][C:10]=1[C:26]([N:28]1[CH2:36][C:35]2[C:30](=[CH:31][CH:32]=[C:33]([O:37][CH2:38][CH2:39][N:40]([CH3:42])[CH3:41])[CH:34]=2)[CH2:29]1)=[O:27])C1C=CC=CC=1.[CH3:43]O. (7) The reactants are: OO[S:3]([O-:5])=O.[K+].S1[C:11]2[CH:12]=[C:13]([NH:16][C:17]3[N:22]=[C:21]([C:23]4[C:24]([C:28]5[CH:33]=[CH:32][C:31]([Cl:34])=[C:30]([O:35][CH3:36])[CH:29]=5)=[N:25][NH:26][CH:27]=4)[CH:20]=[CH:19][N:18]=3)[CH:14]=[CH:15][C:10]=2[N:9]=[CH:8]1. Given the product [Cl:34][C:31]1[CH:32]=[CH:33][C:28]([C:24]2[C:23]([C:21]3[CH:20]=[CH:19][N:18]=[C:17]([NH:16][C:13]4[CH:14]=[CH:15][C:10]5[N:9]=[CH:8][S:3](=[O:5])[C:11]=5[CH:12]=4)[N:22]=3)=[CH:27][NH:26][N:25]=2)=[CH:29][C:30]=1[O:35][CH3:36], predict the reactants needed to synthesize it.